This data is from Forward reaction prediction with 1.9M reactions from USPTO patents (1976-2016). The task is: Predict the product of the given reaction. Given the reactants Cl[C:2]1[N:7]=[C:6]([NH:8][C@@H:9]([C:11]2[CH:16]=[CH:15][CH:14]=[CH:13][CH:12]=2)[CH3:10])[CH:5]=[N:4][CH:3]=1.[N:17]1[C:21]2[CH:22]=[CH:23][CH:24]=[CH:25][C:20]=2[NH:19][CH:18]=1, predict the reaction product. The product is: [N:17]1([C:2]2[N:7]=[C:6]([NH:8][C@@H:9]([C:11]3[CH:16]=[CH:15][CH:14]=[CH:13][CH:12]=3)[CH3:10])[CH:5]=[N:4][CH:3]=2)[C:21]2[CH:22]=[CH:23][CH:24]=[CH:25][C:20]=2[N:19]=[CH:18]1.